This data is from Full USPTO retrosynthesis dataset with 1.9M reactions from patents (1976-2016). The task is: Predict the reactants needed to synthesize the given product. (1) Given the product [CH3:20][O:21][C:22]1[CH:23]=[C:24]2[C:29](=[CH:30][CH:31]=1)[CH:28]=[C:27]([C:32]1[CH:37]=[CH:36][N:35]=[C:34]([N:38]3[CH2:39][CH2:40][CH:41]([CH2:44][NH2:45])[CH2:42][CH2:43]3)[N:33]=1)[CH:26]=[CH:25]2, predict the reactants needed to synthesize it. The reactants are: ClC1N=C(C2C=CC3C(=CC=C(OC)C=3)C=2)C=CN=1.[CH3:20][O:21][C:22]1[CH:23]=[C:24]2[C:29](=[CH:30][CH:31]=1)[CH:28]=[C:27]([C:32]1[CH:37]=[CH:36][N:35]=[C:34]([N:38]3[CH2:43][CH2:42][CH:41]([CH2:44][NH2:45])[CH2:40][CH2:39]3)[N:33]=1)[CH:26]=[CH:25]2.N1CCC(CN)CC1. (2) Given the product [C:21]12([NH:31][C:2]3[C:3](=[O:20])[N:4]([C:14]4[CH:19]=[CH:18][CH:17]=[CH:16][CH:15]=4)[CH:5]=[C:6]([C:8]4[CH:13]=[CH:12][CH:11]=[CH:10][N:9]=4)[CH:7]=3)[CH2:28][CH:27]3[CH2:26][CH:25]([CH2:24][CH:23]([CH2:29]3)[CH2:22]1)[CH2:30]2, predict the reactants needed to synthesize it. The reactants are: Br[C:2]1[C:3](=[O:20])[N:4]([C:14]2[CH:19]=[CH:18][CH:17]=[CH:16][CH:15]=2)[CH:5]=[C:6]([C:8]2[CH:13]=[CH:12][CH:11]=[CH:10][N:9]=2)[CH:7]=1.[C:21]12([NH2:31])[CH2:30][CH:25]3[CH2:26][CH:27]([CH2:29][CH:23]([CH2:24]3)[CH2:22]1)[CH2:28]2.[H-].[Na+].[Cl-].[NH4+]. (3) Given the product [CH3:23][C:13]1[S:14][C:15]([C:16]2[CH:17]=[C:18]([CH3:22])[CH:19]=[CH:20][CH:21]=2)=[C:11]([C:9]([N:8]2[CH2:7][C@H:6]3[C@H:4]([CH2:5]3)[C@H:3]2[CH2:2][NH:1][C:29](=[O:30])[C:28]2[CH:32]=[CH:33][CH:34]=[C:26]([C:25]([F:24])([F:35])[F:36])[CH:27]=2)=[O:10])[N:12]=1, predict the reactants needed to synthesize it. The reactants are: [NH2:1][CH2:2][C@H:3]1[N:8]([C:9]([C:11]2[N:12]=[C:13]([CH3:23])[S:14][C:15]=2[C:16]2[CH:17]=[C:18]([CH3:22])[CH:19]=[CH:20][CH:21]=2)=[O:10])[CH2:7][C@H:6]2[C@@H:4]1[CH2:5]2.[F:24][C:25]([F:36])([F:35])[C:26]1[CH:27]=[C:28]([CH:32]=[CH:33][CH:34]=1)[C:29](O)=[O:30].